This data is from Reaction yield outcomes from USPTO patents with 853,638 reactions. The task is: Predict the reaction yield, written as a fraction of the theoretical maximum amount of product (1.0 means a 100% yield; for example, 0.34 means a 34% yield). (1) The reactants are [OH-].[K+].[OH:3][C:4]1[CH:13]=[C:12]([O:14][CH3:15])[C:11]([CH:16]([CH3:18])[CH3:17])=[CH:10][C:5]=1[C:6]([O:8]C)=[O:7]. The catalyst is CO.O. The product is [OH:3][C:4]1[CH:13]=[C:12]([O:14][CH3:15])[C:11]([CH:16]([CH3:18])[CH3:17])=[CH:10][C:5]=1[C:6]([OH:8])=[O:7]. The yield is 0.700. (2) The reactants are [CH3:1][O:2][C:3](=[O:16])[C:4]1[CH:9]=[C:8]([N+:10]([O-:12])=[O:11])[C:7]([NH2:13])=[C:6]([F:14])[C:5]=1F.[NH2:17][C:18]1[C:19]([CH3:24])=[CH:20][CH:21]=[CH:22][CH:23]=1. The catalyst is C(OCC)C. The product is [CH3:1][O:2][C:3](=[O:16])[C:4]1[CH:9]=[C:8]([N+:10]([O-:12])=[O:11])[C:7]([NH2:13])=[C:6]([F:14])[C:5]=1[NH:17][C:18]1[CH:23]=[CH:22][CH:21]=[CH:20][C:19]=1[CH3:24]. The yield is 0.680. (3) The reactants are [NH:1]1[CH2:6][CH2:5][CH:4]([C:7]2[C:8](=[O:17])[NH:9][C:10]3[C:15]([CH:16]=2)=[CH:14][CH:13]=[CH:12][N:11]=3)[CH2:3][CH2:2]1.[Cl:18][C:19]1[C:27]2[NH:26][N:25]=[CH:24][C:23]=2[C:22]2[CH2:28][N:29]([CH2:54][C:55]([CH3:58])([CH3:57])[CH3:56])[C:30](=[O:53])[C@@H:31]([CH2:33][C:34](=[O:52])N3CCC(N4CC5C(=CC=CC=5)NC4=O)CC3)[CH2:32][C:21]=2[CH:20]=1. No catalyst specified. The product is [Cl:18][C:19]1[C:27]2[NH:26][N:25]=[CH:24][C:23]=2[C:22]2[CH2:28][N:29]([CH2:54][C:55]([CH3:58])([CH3:57])[CH3:56])[C:30](=[O:53])[C@H:31]([CH2:33][C:34]([N:1]3[CH2:2][CH2:3][CH:4]([C:7]4[C:8](=[O:17])[NH:9][C:10]5[C:15]([CH:16]=4)=[CH:14][CH:13]=[CH:12][N:11]=5)[CH2:5][CH2:6]3)=[O:52])[CH2:32][C:21]=2[CH:20]=1. The yield is 0.640. (4) The reactants are O1CCCC1.C[Si](C)(C)[C:8]([F:11])([F:10])[F:9].[O:14]1[CH2:18][CH2:17][C:16](=[O:19])[CH2:15]1.Cl. The catalyst is CCOC(C)=O.CCCC[N+](CCCC)(CCCC)CCCC.[F-]. The yield is 0.441. The product is [F:9][C:8]([F:11])([F:10])[C:16]1([OH:19])[CH2:17][CH2:18][O:14][CH2:15]1. (5) The reactants are [CH2:1]([O:8][C:9]1[C:14](=[O:15])[NH:13][C:12]([S:16][CH3:17])=[N:11][C:10]=1[C:18]([O:20][CH2:21][CH3:22])=[O:19])[C:2]1[CH:7]=[CH:6][CH:5]=[CH:4][CH:3]=1.[C:23]([O:27][CH3:28])(=[O:26])[CH:24]=[CH2:25].[F-].[Cs+]. No catalyst specified. The product is [CH2:1]([O:8][C:9]1[C:14](=[O:15])[N:13]([CH2:25][CH2:24][C:23]([O:27][CH3:28])=[O:26])[C:12]([S:16][CH3:17])=[N:11][C:10]=1[C:18]([O:20][CH2:21][CH3:22])=[O:19])[C:2]1[CH:7]=[CH:6][CH:5]=[CH:4][CH:3]=1. The yield is 0.820. (6) The reactants are Cl[C:2]12[C:19](=[O:20])[C:18]3[C:13](=[CH:14][CH:15]=[CH:16][CH:17]=3)[C:3]1([OH:21])[O:4][C:5]1[CH:10]=[C:9]([CH3:11])[C:8]([CH3:12])=[CH:7][C:6]=12.[Cl-].[NH2:23][C:24]1[S:25][CH2:26][CH2:27][N:28]=1.[CH2:29]1COCC1. The catalyst is C(OCC)(=O)C. The product is [S:25]1[CH2:26][CH2:27][N:28]=[C:24]1[NH:23][C:2]12[C:19](=[O:20])[C:18]3[C:13](=[CH:14][CH:15]=[CH:16][CH:17]=3)[C:3]1([OH:21])[O:4][C:5]1[CH:10]=[C:9]([CH:8]([CH3:29])[CH3:12])[CH:11]=[CH:7][C:6]=12. The yield is 0.550.